Dataset: Reaction yield outcomes from USPTO patents with 853,638 reactions. Task: Predict the reaction yield, written as a fraction of the theoretical maximum amount of product (1.0 means a 100% yield; for example, 0.34 means a 34% yield). (1) The reactants are [Cl:1][C:2]1[C:3]([O:12][C:13]2[CH:18]=[C:17]([O:19][CH2:20][CH2:21][O:22][CH3:23])[CH:16]=[CH:15][C:14]=2/[CH:24]=[CH:25]\[C:26]([OH:28])=O)=[N:4][CH:5]=[C:6]([C:8]([F:11])([F:10])[F:9])[CH:7]=1.C(N=C=NCCCN(C)C)C.[CH2:40]([S:45]([NH2:48])(=[O:47])=[O:46])[CH2:41][CH2:42][CH2:43][CH3:44].Cl. The catalyst is ClCCl.CN(C)C1C=CN=CC=1.C(OCC)(=O)C. The product is [Cl:1][C:2]1[C:3]([O:12][C:13]2[CH:18]=[C:17]([O:19][CH2:20][CH2:21][O:22][CH3:23])[CH:16]=[CH:15][C:14]=2/[CH:24]=[CH:25]\[C:26]([NH:48][S:45]([CH2:40][CH2:41][CH2:42][CH2:43][CH3:44])(=[O:47])=[O:46])=[O:28])=[N:4][CH:5]=[C:6]([C:8]([F:9])([F:10])[F:11])[CH:7]=1. The yield is 0.350. (2) The reactants are [C:1]([O:5][C:6](=[O:20])[NH:7][C:8]1[CH:13]=[CH:12][C:11]([CH2:14][CH2:15][CH3:16])=[C:10]([N+:17]([O-:19])=[O:18])[CH:9]=1)([CH3:4])([CH3:3])[CH3:2].[CH3:21]I. The catalyst is CN(C=O)C. The product is [C:1]([O:5][C:6](=[O:20])[N:7]([CH3:21])[C:8]1[CH:13]=[CH:12][C:11]([CH2:14][CH2:15][CH3:16])=[C:10]([N+:17]([O-:19])=[O:18])[CH:9]=1)([CH3:2])([CH3:3])[CH3:4]. The yield is 0.520. (3) The reactants are C[O:2][C:3]([C@@H:5]1[CH2:38][C@@H:37]2[CH2:39][N:6]1[C:7](=[O:51])[C@H:8]([CH:42]1[CH2:50][C:49]3[C:44](=[CH:45][CH:46]=[CH:47][CH:48]=3)[CH2:43]1)[NH:9][C:10](=[O:41])[O:11][C@@H:12]1[CH2:40][C@H:13]1[CH2:14][CH2:15][CH2:16][CH2:17][CH2:18][C:19]1[C:20]([O:36]2)=[N:21][C:22]2[CH:23]=[CH:24][CH:25]=[CH:26][C:27]=2[C:28]=1[O:29][CH2:30][CH2:31][CH2:32][N:33]([CH3:35])[CH3:34])=[O:4].O.[OH-].[Li+].C(O)(=O)C.O. The catalyst is CO.C1COCC1. The product is [CH2:43]1[C:44]2[C:49](=[CH:48][CH:47]=[CH:46][CH:45]=2)[CH2:50][CH:42]1[C@H:8]1[C:7](=[O:51])[N:6]2[CH2:39][C@@H:37]([CH2:38][C@H:5]2[C:3]([OH:4])=[O:2])[O:36][C:20]2=[N:21][C:22]3[CH:23]=[CH:24][CH:25]=[CH:26][C:27]=3[C:28]([O:29][CH2:30][CH2:31][CH2:32][N:33]([CH3:34])[CH3:35])=[C:19]2[CH2:18][CH2:17][CH2:16][CH2:15][CH2:14][C@@H:13]2[CH2:40][C@H:12]2[O:11][C:10](=[O:41])[NH:9]1. The yield is 1.04. (4) The reactants are [F:1][CH:2]([F:35])[C:3]1[N:7]([C:8]2[N:13]=[C:12]([N:14]3[CH2:19][CH2:18][O:17][CH2:16][CH2:15]3)[N:11]=[C:10]([N:20]3[CH2:23][CH:22]([NH:24][S:25]([CH3:28])(=[O:27])=[O:26])[CH2:21]3)[N:9]=2)[C:6]2[CH:29]=[CH:30][CH:31]=[C:32]([O:33][CH3:34])[C:5]=2[N:4]=1.[C:36]([O-])([O-])=O.[K+].[K+].IC. The catalyst is CN(C=O)C.O. The product is [F:35][CH:2]([F:1])[C:3]1[N:7]([C:8]2[N:13]=[C:12]([N:14]3[CH2:15][CH2:16][O:17][CH2:18][CH2:19]3)[N:11]=[C:10]([N:20]3[CH2:21][CH:22]([N:24]([CH3:36])[S:25]([CH3:28])(=[O:27])=[O:26])[CH2:23]3)[N:9]=2)[C:6]2[CH:29]=[CH:30][CH:31]=[C:32]([O:33][CH3:34])[C:5]=2[N:4]=1. The yield is 0.830.